This data is from Full USPTO retrosynthesis dataset with 1.9M reactions from patents (1976-2016). The task is: Predict the reactants needed to synthesize the given product. (1) The reactants are: [C:9](O[C:9]([O:11][C:12]([CH3:15])([CH3:14])[CH3:13])=[O:10])([O:11][C:12]([CH3:15])([CH3:14])[CH3:13])=[O:10].N1C2C=CC=CC=2N=N1.CN(C1C=CC=CN=1)C.[OH-].[Na+].[NH2:36][C@H:37]([C:43]([OH:45])=[O:44])[CH2:38][CH2:39][CH2:40][CH2:41][NH2:42]. Given the product [NH2:36][C@H:37]([C:43]([OH:45])=[O:44])[CH2:38][CH2:39][CH2:40][CH2:41][NH:42][C:9]([O:11][C:12]([CH3:13])([CH3:14])[CH3:15])=[O:10], predict the reactants needed to synthesize it. (2) Given the product [CH2:9]([CH2:10][NH2:24])[CH2:8][C:1]([OH:3])=[O:2].[CH3:55][CH2:54][N:56]([CH2:59][C:60]([NH:41][C:36]1[CH:37]=[CH:38][CH:22]=[C:20]([O:19][CH2:17][C:11]2[CH:12]=[CH:16][CH:8]=[CH:9][CH:10]=2)[CH:23]=1)=[O:65])[CH2:57][CH3:58], predict the reactants needed to synthesize it. The reactants are: [C:1]([C:8]1[C:9](N)=[C:10]([NH2:24])[C:11]([C:17]([O:19][C:20]([CH3:23])([CH3:22])C)=O)=[C:12]([CH:16]=1)C(O)=O)([O:3]C(C)(C)C)=[O:2].CN(C(O[N:41]1N=[N:41][C:36]2[CH:37]=[CH:38][CH:38]=[CH:37][C:36]1=2)=[N+](C)C)C.F[P-](F)(F)(F)(F)F.C(Cl)(Cl)Cl.[CH2:54]([N:56]([CH2:59][CH3:60])[CH2:57][CH3:58])[CH3:55].CN(C=[O:65])C. (3) Given the product [NH2:5][C:3]([NH:10][C:11]1[NH:12][C:13]2[C:18]([C:19]=1[C:20]([NH2:22])=[O:21])=[CH:17][CH:16]=[C:15]([O:23][CH3:24])[CH:14]=2)=[O:4], predict the reactants needed to synthesize it. The reactants are: ClC(Cl)(Cl)[C:3]([N:5]=C=O)=[O:4].[NH2:10][C:11]1[NH:12][C:13]2[C:18]([C:19]=1[C:20]([NH2:22])=[O:21])=[CH:17][CH:16]=[C:15]([O:23][CH3:24])[CH:14]=2.N.CO. (4) Given the product [Br:8][C:9]1[CH:10]=[C:11]2[C:16](=[CH:17][CH:18]=1)[N:15]=[C:14]([NH:36][C:33]1[CH:34]=[CH:35][C:30]([O:29][CH2:28][CH2:27][CH2:26][N:20]3[CH2:25][CH2:24][CH2:23][CH2:22][CH2:21]3)=[CH:31][CH:32]=1)[N:13]=[CH:12]2, predict the reactants needed to synthesize it. The reactants are: FC(F)(F)C(O)=O.[Br:8][C:9]1[CH:10]=[C:11]2[C:16](=[CH:17][CH:18]=1)[N:15]=[C:14](I)[N:13]=[CH:12]2.[N:20]1([CH2:26][CH2:27][CH2:28][O:29][C:30]2[CH:35]=[CH:34][C:33]([NH2:36])=[CH:32][CH:31]=2)[CH2:25][CH2:24][CH2:23][CH2:22][CH2:21]1. (5) The reactants are: [CH2:1]([C:4]#[C:5][SiH:6]([CH:10]([CH3:12])[CH3:11])[CH:7]([CH3:9])[CH3:8])[CH:2]=[CH2:3].C([Mg]Br)C=C. Given the product [CH:1]1([C:4]#[C:5][SiH:6]([CH:10]([CH3:12])[CH3:11])[CH:7]([CH3:8])[CH3:9])[CH2:3][CH2:2]1, predict the reactants needed to synthesize it.